This data is from Peptide-MHC class II binding affinity with 134,281 pairs from IEDB. The task is: Regression. Given a peptide amino acid sequence and an MHC pseudo amino acid sequence, predict their binding affinity value. This is MHC class II binding data. (1) The peptide sequence is PALLALLALPALLLL. The MHC is H-2-IAb with pseudo-sequence H-2-IAb. The binding affinity (normalized) is 0. (2) The peptide sequence is EKKYFAATQFECLAA. The MHC is HLA-DQA10101-DQB10501 with pseudo-sequence HLA-DQA10101-DQB10501. The binding affinity (normalized) is 0.335. (3) The peptide sequence is EKKYFAATQEEPLAA. The MHC is HLA-DQA10101-DQB10501 with pseudo-sequence HLA-DQA10101-DQB10501. The binding affinity (normalized) is 0.267. (4) The peptide sequence is ATISATPESATPFPH. The MHC is DRB1_0401 with pseudo-sequence DRB1_0401. The binding affinity (normalized) is 0.440. (5) The peptide sequence is AVTYYKEADYSQIPI. The MHC is HLA-DPA10301-DPB10402 with pseudo-sequence HLA-DPA10301-DPB10402. The binding affinity (normalized) is 0.102. (6) The peptide sequence is NSVIQALTSLGLLYT. The MHC is DRB1_0401 with pseudo-sequence DRB1_0401. The binding affinity (normalized) is 0.629. (7) The peptide sequence is SGMAEATSLDTMTQM. The MHC is HLA-DPA10201-DPB10501 with pseudo-sequence HLA-DPA10201-DPB10501. The binding affinity (normalized) is 0.107. (8) The peptide sequence is NSTFLIDGPDTSECP. The MHC is DRB1_0301 with pseudo-sequence DRB1_0301. The binding affinity (normalized) is 0.416. (9) The peptide sequence is IQLKCSDSMPCKDIK. The MHC is DRB1_0101 with pseudo-sequence DRB1_0101. The binding affinity (normalized) is 0.158.